Task: Predict the reaction yield, written as a fraction of the theoretical maximum amount of product (1.0 means a 100% yield; for example, 0.34 means a 34% yield).. Dataset: Reaction yield outcomes from USPTO patents with 853,638 reactions (1) The reactants are Cl[C:2]1[N:7]=[CH:6][C:5]2[CH:8]=[N:9][N:10]([C:11]3[N:16]=[C:15]([C:17]4([OH:31])[CH2:23][CH2:22][CH2:21][N:20]([C:24]([O:26][C:27]([CH3:30])([CH3:29])[CH3:28])=[O:25])[CH2:19][CH2:18]4)[CH:14]=[CH:13][CH:12]=3)[C:4]=2[CH:3]=1.CC1(C)C(C)(C)OB([C:40]2[CH:41]=[N:42][NH:43][CH:44]=2)O1.[C:46]([O-])([O-])=O.[Na+].[Na+]. The catalyst is O1CCOCC1.C1C=CC(P(C2C=CC=CC=2)[C-]2C=CC=C2)=CC=1.C1C=CC(P(C2C=CC=CC=2)[C-]2C=CC=C2)=CC=1.Cl[Pd]Cl.[Fe+2]. The product is [OH:31][C:17]1([C:15]2[CH:14]=[CH:13][CH:12]=[C:11]([N:10]3[C:4]4[CH:3]=[C:2]([C:40]5[CH:41]=[N:42][N:43]([CH3:46])[CH:44]=5)[N:7]=[CH:6][C:5]=4[CH:8]=[N:9]3)[N:16]=2)[CH2:23][CH2:22][CH2:21][N:20]([C:24]([O:26][C:27]([CH3:29])([CH3:30])[CH3:28])=[O:25])[CH2:19][CH2:18]1. The yield is 0.910. (2) The reactants are [CH3:1][C:2]1[CH:3]=[CH:4][CH:5]=[C:6]2[C:11]=1[C:10](=[O:12])[N:9]([C:13]1[CH:18]=[CH:17][CH:16]=[CH:15][C:14]=1[CH3:19])[C:8]([CH2:20][NH:21][CH3:22])=[CH:7]2.Cl[C:24]1[N:32]=[CH:31][N:30]=[C:29]2[C:25]=1[N:26]=[CH:27][N:28]2[CH:33]1[CH2:38][CH2:37][CH2:36][CH2:35][O:34]1. The catalyst is CCO. The product is [CH3:1][C:2]1[CH:3]=[CH:4][CH:5]=[C:6]2[C:11]=1[C:10](=[O:12])[N:9]([C:13]1[CH:18]=[CH:17][CH:16]=[CH:15][C:14]=1[CH3:19])[C:8]([CH2:20][N:21]([CH3:22])[C:24]1[N:32]=[CH:31][N:30]=[C:29]3[C:25]=1[N:26]=[CH:27][N:28]3[CH:33]1[CH2:38][CH2:37][CH2:36][CH2:35][O:34]1)=[CH:7]2. The yield is 0.510. (3) The reactants are [SH2:1].O=[C:3]1[CH2:8][CH2:7][N:6]([C:9]([O:11][C:12]([CH3:15])([CH3:14])[CH3:13])=[O:10])[CH2:5][CH2:4]1.[BH4-].[Na+]. The catalyst is C(O)(C)C. The product is [SH:1][CH:3]1[CH2:8][CH2:7][N:6]([C:9]([O:11][C:12]([CH3:15])([CH3:14])[CH3:13])=[O:10])[CH2:5][CH2:4]1. The yield is 0.310. (4) The reactants are [C:8](O[C:8]([C:10]([F:13])([F:12])[F:11])=[O:9])([C:10]([F:13])([F:12])[F:11])=[O:9].CCN(CC)CC.[Br:21][C:22]1[C:33]([OH:34])=[N:32][C:25]2[CH2:26][CH2:27][NH:28][CH2:29][CH:30]([CH3:31])[C:24]=2[CH:23]=1. The catalyst is C(Cl)Cl. The product is [Br:21][C:22]1[C:33]([OH:34])=[N:32][C:25]2[CH2:26][CH2:27][N:28]([C:8](=[O:9])[C:10]([F:11])([F:12])[F:13])[CH2:29][CH:30]([CH3:31])[C:24]=2[CH:23]=1. The yield is 0.930.